This data is from TCR-epitope binding with 47,182 pairs between 192 epitopes and 23,139 TCRs. The task is: Binary Classification. Given a T-cell receptor sequence (or CDR3 region) and an epitope sequence, predict whether binding occurs between them. (1) Result: 0 (the TCR does not bind to the epitope). The epitope is LLQTGIHVRVSQPSL. The TCR CDR3 sequence is CASSFTLSPETQYF. (2) The epitope is TPINLVRDL. The TCR CDR3 sequence is CASSQGPGSYEQYV. Result: 1 (the TCR binds to the epitope). (3) The epitope is RQLLFVVEV. The TCR CDR3 sequence is CASSQLDPGPSYEQYF. Result: 1 (the TCR binds to the epitope). (4) The epitope is ATDALMTGY. The TCR CDR3 sequence is CASSQLTSRTYEQYF. Result: 0 (the TCR does not bind to the epitope). (5) The epitope is CLGGLLTMV. The TCR CDR3 sequence is CASSSERPSNEQYF. Result: 0 (the TCR does not bind to the epitope). (6) The epitope is AYILFTRFFYV. The TCR CDR3 sequence is CASSQAGTFSGANVLTF. Result: 1 (the TCR binds to the epitope).